This data is from Reaction yield outcomes from USPTO patents with 853,638 reactions. The task is: Predict the reaction yield, written as a fraction of the theoretical maximum amount of product (1.0 means a 100% yield; for example, 0.34 means a 34% yield). (1) The reactants are [Cl:1][C:2]1[CH:3]=[C:4]([C:8]2[CH:9]=[C:10]3[C:15](=[O:16])[NH:14][CH2:13][CH:12]([CH2:17][C:18]([O:20]CC)=[O:19])[N:11]3[CH:23]=2)[CH:5]=[CH:6][CH:7]=1.[OH-].[Li+]. The catalyst is O1CCCC1.O. The product is [Cl:1][C:2]1[CH:3]=[C:4]([C:8]2[CH:9]=[C:10]3[C:15](=[O:16])[NH:14][CH2:13][CH:12]([CH2:17][C:18]([OH:20])=[O:19])[N:11]3[CH:23]=2)[CH:5]=[CH:6][CH:7]=1. The yield is 0.850. (2) The reactants are [N:1](/[C:4](=[CH:9]\[C:10]1[CH:15]=[CH:14][C:13]([O:16][CH2:17][C:18]2[CH:23]=[CH:22][CH:21]=[CH:20][CH:19]=2)=[C:12]([N+:24]([O-:26])=[O:25])[CH:11]=1)/[C:5]([O:7][CH3:8])=[O:6])=[N+]=[N-]. The catalyst is C1(C)C(C)=CC=CC=1. The product is [CH2:17]([O:16][C:13]1[CH:14]=[C:15]2[C:10]([CH:9]=[C:4]([C:5]([O:7][CH3:8])=[O:6])[NH:1]2)=[CH:11][C:12]=1[N+:24]([O-:26])=[O:25])[C:18]1[CH:23]=[CH:22][CH:21]=[CH:20][CH:19]=1. The yield is 0.150. (3) The reactants are [NH2:1][C:2]1[C:3]([NH:10][C:11]2[CH:16]=[CH:15][C:14]([CH2:17][CH2:18][NH:19][C:20]([NH:22][S:23]([C:26]3[CH:31]=[CH:30][C:29]([CH3:32])=[CH:28][CH:27]=3)(=[O:25])=[O:24])=[O:21])=[CH:13][CH:12]=2)=[N:4][C:5]([CH3:9])=[CH:6][C:7]=1[CH3:8].Br[C:34]#[N:35].C(Cl)[Cl:37]. The catalyst is C1COCC1.O. The product is [ClH:37].[ClH:37].[NH2:35][C:34]1[N:10]([C:11]2[CH:16]=[CH:15][C:14]([CH2:17][CH2:18][NH:19][C:20]([NH:22][S:23]([C:26]3[CH:27]=[CH:28][C:29]([CH3:32])=[CH:30][CH:31]=3)(=[O:25])=[O:24])=[O:21])=[CH:13][CH:12]=2)[C:3]2=[N:4][C:5]([CH3:9])=[CH:6][C:7]([CH3:8])=[C:2]2[N:1]=1. The yield is 0.710. (4) The reactants are [OH-].[Li+].[Cl:3][C:4]1[C:9](=[O:10])[N:8]([CH2:11][C:12]2[CH:17]=[CH:16][C:15]([O:18][CH3:19])=[CH:14][CH:13]=2)[CH:7]=[C:6]([C:20]([O:22]C)=[O:21])[C:5]=1[C:24]([O:26][CH3:27])=[O:25].O.Cl. The catalyst is CO. The product is [CH3:19][O:18][C:15]1[CH:14]=[CH:13][C:12]([CH2:11][N:8]2[CH:7]=[C:6]([C:20]([OH:22])=[O:21])[C:5]([C:24]([O:26][CH3:27])=[O:25])=[C:4]([Cl:3])[C:9]2=[O:10])=[CH:17][CH:16]=1. The yield is 0.960. (5) The reactants are [NH2:1][C:2]1[CH:7]=[CH:6][C:5]([S:8][C:9]2[CH:24]=[CH:23][C:12]([C:13]([NH:15][C:16]3[CH:21]=[CH:20][C:19]([Br:22])=[CH:18][CH:17]=3)=[O:14])=[CH:11][C:10]=2[N+:25]([O-:27])=[O:26])=[CH:4][CH:3]=1.[CH3:28][S:29](Cl)(=[O:31])=[O:30]. The catalyst is N1C=CC=CC=1. The product is [Br:22][C:19]1[CH:20]=[CH:21][C:16]([NH:15][C:13](=[O:14])[C:12]2[CH:23]=[CH:24][C:9]([S:8][C:5]3[CH:6]=[CH:7][C:2]([NH:1][S:29]([CH3:28])(=[O:31])=[O:30])=[CH:3][CH:4]=3)=[C:10]([N+:25]([O-:27])=[O:26])[CH:11]=2)=[CH:17][CH:18]=1. The yield is 0.990.